This data is from Reaction yield outcomes from USPTO patents with 853,638 reactions. The task is: Predict the reaction yield, written as a fraction of the theoretical maximum amount of product (1.0 means a 100% yield; for example, 0.34 means a 34% yield). (1) The reactants are [CH3:1][N:2]([CH2:10][CH2:11][CH2:12][OH:13])[C:3]([O:5][C:6]([CH3:9])([CH3:8])[CH3:7])=[O:4].CC(OI1(OC(C)=O)(OC(C)=O)OC(=O)C2C=CC=CC1=2)=O. The catalyst is ClCCl. The product is [CH3:1][N:2]([CH2:10][CH2:11][CH:12]=[O:13])[C:3](=[O:4])[O:5][C:6]([CH3:9])([CH3:7])[CH3:8]. The yield is 0.640. (2) The reactants are [CH:1]1([NH:6][C:7]2[CH:8]=[C:9]([F:25])[CH:10]=[C:11]3[C:15]=2[NH:14][C:13]([C:16]2[S:17][CH2:18][C@@H:19]([CH2:21][C:22](O)=[O:23])[N:20]=2)=[CH:12]3)[CH2:5][CH2:4][CH2:3][CH2:2]1.[CH3:26][N:27]1[CH2:32][CH2:31][NH:30][CH2:29][CH2:28]1.C(Cl)CCl.C1C=CC2N(O)N=NC=2C=1.C(=O)(O)[O-].[Na+]. The catalyst is CN(C)C=O. The product is [CH:1]1([NH:6][C:7]2[CH:8]=[C:9]([F:25])[CH:10]=[C:11]3[C:15]=2[NH:14][C:13]([C:16]2[S:17][CH2:18][C@@H:19]([CH2:21][C:22]([N:30]4[CH2:31][CH2:32][N:27]([CH3:26])[CH2:28][CH2:29]4)=[O:23])[N:20]=2)=[CH:12]3)[CH2:2][CH2:3][CH2:4][CH2:5]1. The yield is 0.640.